This data is from Full USPTO retrosynthesis dataset with 1.9M reactions from patents (1976-2016). The task is: Predict the reactants needed to synthesize the given product. (1) Given the product [CH3:30][O:29][C:23]1[CH:22]=[C:21]([S:18]([N:17]([CH:31]2[CH2:32][CH2:33]2)[CH2:16][CH2:15][N:14]([CH:35]([CH3:37])[CH3:36])[S:11]([C:5]2[CH:6]=[CH:7][C:8]([O:9][CH3:10])=[C:3]([O:2][CH3:1])[CH:4]=2)(=[O:12])=[O:13])(=[O:20])=[O:19])[CH:26]=[CH:25][C:24]=1[O:27][CH3:28], predict the reactants needed to synthesize it. The reactants are: [CH3:1][O:2][C:3]1[CH:4]=[C:5]([S:11]([NH:14][CH2:15][CH2:16][N:17]([CH:31]2[CH2:33][CH2:32]2)[S:18]([C:21]2[CH:26]=[CH:25][C:24]([O:27][CH3:28])=[C:23]([O:29][CH3:30])[CH:22]=2)(=[O:20])=[O:19])(=[O:13])=[O:12])[CH:6]=[CH:7][C:8]=1[O:9][CH3:10].I[CH:35]([CH3:37])[CH3:36].C(=O)([O-])[O-].[K+].[K+]. (2) The reactants are: [CH2:1]([N:8]1[C:16]2[C:11](=[CH:12][C:13]([NH2:17])=[CH:14][CH:15]=2)[CH:10]=[CH:9]1)[C:2]1[CH:7]=[CH:6][CH:5]=[CH:4][CH:3]=1.Cl[C:19]1[N:28]=[CH:27][C:26]([C:29]([F:32])([F:31])[F:30])=[CH:25][C:20]=1[C:21]([O:23][CH3:24])=[O:22].C(=O)([O-])[O-].[Cs+].[Cs+].C(OCCCC)(=O)C. Given the product [CH2:1]([N:8]1[C:16]2[C:11](=[CH:12][C:13]([NH:17][C:19]3[N:28]=[CH:27][C:26]([C:29]([F:32])([F:30])[F:31])=[CH:25][C:20]=3[C:21]([O:23][CH3:24])=[O:22])=[CH:14][CH:15]=2)[CH:10]=[CH:9]1)[C:2]1[CH:3]=[CH:4][CH:5]=[CH:6][CH:7]=1, predict the reactants needed to synthesize it. (3) Given the product [Cl:1][C:2]1[CH:3]=[C:4]([N:9]([CH:13]2[CH2:18][C:17]3([C:26]4[C:21](=[CH:22][C:23]([C:44]5[CH:43]=[CH:42][CH:41]=[C:40]([C:38]#[N:39])[CH:45]=5)=[CH:24][CH:25]=4)[NH:20][CH2:19]3)[CH2:16][CH2:15][N:14]2[C:28]([O:30][CH2:31][C:32]2[CH:37]=[CH:36][CH:35]=[CH:34][CH:33]=2)=[O:29])[C:10]([NH2:12])=[O:11])[CH:5]=[CH:6][C:7]=1[F:8], predict the reactants needed to synthesize it. The reactants are: [Cl:1][C:2]1[CH:3]=[C:4]([N:9]([CH:13]2[CH2:18][C:17]3([C:26]4[C:21](=[CH:22][C:23](Br)=[CH:24][CH:25]=4)[NH:20][CH2:19]3)[CH2:16][CH2:15][N:14]2[C:28]([O:30][CH2:31][C:32]2[CH:37]=[CH:36][CH:35]=[CH:34][CH:33]=2)=[O:29])[C:10]([NH2:12])=[O:11])[CH:5]=[CH:6][C:7]=1[F:8].[C:38]([C:40]1[CH:41]=[C:42](B(O)O)[CH:43]=[CH:44][CH:45]=1)#[N:39].C([O-])([O-])=O.[Na+].[Na+].CCO. (4) Given the product [Cl:1][C:2]1[CH:3]=[CH:4][C:5]([C:8]2[N:9]([CH2:23][C@H:24]([OH:29])[C:25]([F:26])([F:28])[F:27])[C:10](=[O:22])[N:11]([CH2:13][C:14]3[N:18]=[C:17]([CH:19]([OH:21])[CH3:20])[N:16]([C:35]4[CH:34]=[CH:33][CH:32]=[C:31]([F:30])[CH:36]=4)[N:15]=3)[N:12]=2)=[CH:6][CH:7]=1, predict the reactants needed to synthesize it. The reactants are: [Cl:1][C:2]1[CH:7]=[CH:6][C:5]([C:8]2[N:9]([CH2:23][C@H:24]([OH:29])[C:25]([F:28])([F:27])[F:26])[C:10](=[O:22])[N:11]([CH2:13][C:14]3[N:18]=[C:17]([CH:19]([OH:21])[CH3:20])[NH:16][N:15]=3)[N:12]=2)=[CH:4][CH:3]=1.[F:30][C:31]1[CH:32]=[C:33](B(O)O)[CH:34]=[CH:35][CH:36]=1.B(O)O. (5) Given the product [CH2:34]([CH:3]([CH2:1][CH3:2])[CH:4]([NH:16][C:17]1[CH:22]=[CH:21][C:20]([C:23]([N:25]([CH3:33])[CH2:26][CH2:27][C:28]([OH:30])=[O:29])=[O:24])=[CH:19][CH:18]=1)[C:5]1[O:6][C:7]2[CH:14]=[CH:13][C:12]([F:15])=[CH:11][C:8]=2[C:9]=1[CH3:10])[CH3:35], predict the reactants needed to synthesize it. The reactants are: [CH2:1]([CH:3]([CH2:34][CH3:35])[CH:4]([NH:16][C:17]1[CH:22]=[CH:21][C:20]([C:23]([N:25]([CH3:33])[CH2:26][CH2:27][C:28]([O:30]CC)=[O:29])=[O:24])=[CH:19][CH:18]=1)[C:5]1[O:6][C:7]2[CH:14]=[CH:13][C:12]([F:15])=[CH:11][C:8]=2[C:9]=1[CH3:10])[CH3:2].[OH-].[Na+]. (6) Given the product [C:1]1([CH3:9])[CH:6]=[CH:5][C:4]([CH:19]2[CH2:24][CH2:23][CH2:22][CH2:21][CH:20]2[OH:25])=[CH:3][CH:2]=1, predict the reactants needed to synthesize it. The reactants are: [C:1]1([CH3:9])[CH:6]=[CH:5][C:4]([Mg]Br)=[CH:3][CH:2]=1.C1(C)C=CC(Br)=CC=1.[Mg].[CH:19]12[O:25][CH:20]1[CH2:21][CH2:22][CH2:23][CH2:24]2. (7) Given the product [CH3:37][O:38][C:39](=[O:57])[C@@H:40]([NH:56][C:31]([C@@H:15]1[CH2:14][C:13]2[CH:12]=[C:11]3[C:20]([O:21][C@@H:8]([C:5]4[CH:6]=[CH:7][C:2]([OH:1])=[CH:3][CH:4]=4)[C:9](=[O:35])[N:10]3[CH3:34])=[CH:19][C:18]=2[CH2:17][N:16]1[C@H:22]([C:25]1[CH:30]=[CH:29][CH:28]=[CH:27][CH:26]=1)[CH2:23][CH3:24])=[O:32])[CH2:41][C:42]1[CH:47]=[CH:46][C:45]([C:48]2[CH:53]=[CH:52][C:51]([O:54][CH3:55])=[CH:50][CH:49]=2)=[CH:44][CH:43]=1, predict the reactants needed to synthesize it. The reactants are: [OH:1][C:2]1[CH:7]=[CH:6][C:5]([C@@H:8]2[O:21][C:20]3[C:11](=[CH:12][C:13]4[CH2:14][C@@H:15]([C:31](O)=[O:32])[N:16]([C@H:22]([C:25]5[CH:30]=[CH:29][CH:28]=[CH:27][CH:26]=5)[CH2:23][CH3:24])[CH2:17][C:18]=4[CH:19]=3)[N:10]([CH3:34])[C:9]2=[O:35])=[CH:4][CH:3]=1.Cl.[CH3:37][O:38][C:39](=[O:57])[C@@H:40]([NH2:56])[CH2:41][C:42]1[CH:47]=[CH:46][C:45]([C:48]2[CH:53]=[CH:52][C:51]([O:54][CH3:55])=[CH:50][CH:49]=2)=[CH:44][CH:43]=1. (8) The reactants are: [CH3:1][C:2]([CH3:8])([C:5](=[O:7])[CH3:6])[C:3]#[N:4].[Cl:9][C:10]1[CH:17]=[CH:16][C:13]([CH:14]=O)=[CH:12][C:11]=1[O:18][CH3:19]. Given the product [Cl:9][C:10]1[CH:17]=[CH:16][C:13]([CH:14]=[CH:6][C:5](=[O:7])[C:2]([CH3:8])([CH3:1])[C:3]#[N:4])=[CH:12][C:11]=1[O:18][CH3:19], predict the reactants needed to synthesize it. (9) Given the product [ClH:1].[ClH:1].[F:21][C:18]1[CH:19]=[C:20]2[C:15]([C:14]([C:22]#[N:23])=[CH:13][C:12](=[O:24])[N:11]2[CH2:10][CH2:9][N:6]2[CH2:5][CH2:4][CH:3]([NH:2][CH2:36][C:34]3[CH:33]=[CH:32][C:29]4[O:30][CH2:31][C:26](=[O:25])[NH:27][C:28]=4[N:35]=3)[CH2:8][CH2:7]2)=[CH:16][CH:17]=1, predict the reactants needed to synthesize it. The reactants are: [ClH:1].[NH2:2][CH:3]1[CH2:8][CH2:7][N:6]([CH2:9][CH2:10][N:11]2[C:20]3[C:15](=[CH:16][CH:17]=[C:18]([F:21])[CH:19]=3)[C:14]([C:22]#[N:23])=[CH:13][C:12]2=[O:24])[CH2:5][CH2:4]1.[O:25]=[C:26]1[CH2:31][O:30][C:29]2[CH:32]=[CH:33][C:34]([CH:36]=O)=[N:35][C:28]=2[NH:27]1.C([O-])(=O)C.[Na+].C([BH3-])#N.Cl. (10) Given the product [NH2:1][C@@H:4]1[CH2:9][C@H:8]2[C@H:10]3[C@H:19]([CH2:20][CH2:21][C@:6]2([CH3:7])[C@@H:5]1[OH:24])[C:18]1[CH:17]=[CH:16][C:15]([O:22][CH3:23])=[CH:14][C:13]=1[CH2:12][CH2:11]3, predict the reactants needed to synthesize it. The reactants are: [N:1]([C@@H:4]1[CH2:9][C@H:8]2[C@H:10]3[C@H:19]([CH2:20][CH2:21][C@:6]2([CH3:7])[C@@H:5]1[OH:24])[C:18]1[CH:17]=[CH:16][C:15]([O:22][CH3:23])=[CH:14][C:13]=1[CH2:12][CH2:11]3)=[N+]=[N-].O.NN.